This data is from Reaction yield outcomes from USPTO patents with 853,638 reactions. The task is: Predict the reaction yield, written as a fraction of the theoretical maximum amount of product (1.0 means a 100% yield; for example, 0.34 means a 34% yield). (1) The reactants are [Cl:1][C:2]1[CH:31]=[CH:30][C:5]([CH2:6][N:7]2[C:15]3[C:14](=[O:16])[NH:13][C:12](=[O:17])[N:11]([CH3:18])[C:10]=3[N:9]=[C:8]2[O:19][C:20]2[CH:25]=[CH:24][CH:23]=[C:22]([C:26]([F:29])([F:28])[F:27])[CH:21]=2)=[CH:4][CH:3]=1.Br[CH2:33][CH2:34][OH:35].C(=O)([O-])[O-].[Cs+].[Cs+]. The catalyst is CN(C=O)C.C(OCC)(=O)C. The product is [Cl:1][C:2]1[CH:3]=[CH:4][C:5]([CH2:6][N:7]2[C:15]3[C:14](=[O:16])[N:13]([CH2:33][CH2:34][OH:35])[C:12](=[O:17])[N:11]([CH3:18])[C:10]=3[N:9]=[C:8]2[O:19][C:20]2[CH:25]=[CH:24][CH:23]=[C:22]([C:26]([F:29])([F:27])[F:28])[CH:21]=2)=[CH:30][CH:31]=1. The yield is 0.288. (2) The reactants are [Br:1][C:2]1[CH:7]=[CH:6][CH:5]=[CH:4][C:3]=1[NH2:8].[C:9](Cl)(=[O:11])[CH3:10].Cl. The catalyst is C(Cl)Cl. The product is [Br:1][C:2]1[CH:7]=[CH:6][CH:5]=[CH:4][C:3]=1[NH:8][C:9](=[O:11])[CH3:10]. The yield is 0.730. (3) The reactants are [Na+].[CH:2]([C:4]1[CH:9]=[CH:8][C:7]([S:10]([O-:13])(=O)=[O:11])=[CH:6][CH:5]=1)=[CH2:3].S(Cl)([Cl:16])=O. The catalyst is CN(C)C=O. The product is [CH:2]([C:4]1[CH:9]=[CH:8][C:7]([S:10]([Cl:16])(=[O:13])=[O:11])=[CH:6][CH:5]=1)=[CH2:3]. The yield is 0.660.